This data is from Catalyst prediction with 721,799 reactions and 888 catalyst types from USPTO. The task is: Predict which catalyst facilitates the given reaction. (1) Reactant: Br[C:2]1[CH:9]=[C:8]([F:10])[CH:7]=[C:6]([Br:11])[C:3]=1[CH:4]=[O:5].[C:12]([C:16]1[CH:17]=[C:18]2[C:23](=[C:24]([F:26])[CH:25]=1)[C:22](=[O:27])[NH:21][N:20]=[CH:19]2)([CH3:15])([CH3:14])[CH3:13].CC([O-])=O.[K+].COC1C2C(=C3C(=CC=2)C(OC)=CC=N3)N=CC=1. Product: [Br:11][C:6]1[CH:7]=[C:8]([F:10])[CH:9]=[C:2]([N:21]2[N:20]=[CH:19][C:18]3[C:23](=[C:24]([F:26])[CH:25]=[C:16]([C:12]([CH3:13])([CH3:15])[CH3:14])[CH:17]=3)[C:22]2=[O:27])[C:3]=1[CH:4]=[O:5]. The catalyst class is: 185. (2) Reactant: [Cl:1][C:2]1[CH:7]=[CH:6][C:5]([CH:8]([C:26]2[CH:31]=[CH:30][C:29]([Cl:32])=[CH:28][CH:27]=2)[C:9]2[CH:10]=[C:11]3[C:16](=[CH:17][CH:18]=2)[N:15]=[CH:14][N:13]=[C:12]3[NH:19][CH:20]2[CH2:25][CH2:24][NH:23][CH2:22][CH2:21]2)=[CH:4][CH:3]=1.[CH:33]([C:35]1[S:39][CH:38]=[C:37]([C:40]([O:42][CH3:43])=[O:41])[CH:36]=1)=O.CO.[BH3-]C#N.[Na+]. Product: [Cl:1][C:2]1[CH:7]=[CH:6][C:5]([CH:8]([C:26]2[CH:27]=[CH:28][C:29]([Cl:32])=[CH:30][CH:31]=2)[C:9]2[CH:10]=[C:11]3[C:16](=[CH:17][CH:18]=2)[N:15]=[CH:14][N:13]=[C:12]3[NH:19][CH:20]2[CH2:21][CH2:22][N:23]([CH2:33][C:35]3[S:39][CH:38]=[C:37]([C:40]([O:42][CH3:43])=[O:41])[CH:36]=3)[CH2:24][CH2:25]2)=[CH:4][CH:3]=1. The catalyst class is: 15. (3) Reactant: [Cr](Cl)([O-])(=O)=O.[NH+]1C=CC=CC=1.[OH:12][CH2:13][C:14]1[C:19]2[CH:20]=[CH:21][O:22][C:18]=2[C:17]([NH:23][S:24]([CH3:27])(=[O:26])=[O:25])=[CH:16][CH:15]=1. The catalyst class is: 4. Product: [CH:13]([C:14]1[C:19]2[CH:20]=[CH:21][O:22][C:18]=2[C:17]([NH:23][S:24]([CH3:27])(=[O:26])=[O:25])=[CH:16][CH:15]=1)=[O:12]. (4) Reactant: [H-].C([Al+]CC(C)C)C(C)C.[Si:11]([O:28][CH2:29][CH2:30][N:31]([CH2:33][C:34]1[CH:43]=[CH:42][C:37]([C:38](OC)=[O:39])=[CH:36][CH:35]=1)[CH3:32])([C:24]([CH3:27])([CH3:26])[CH3:25])([C:18]1[CH:23]=[CH:22][CH:21]=[CH:20][CH:19]=1)[C:12]1[CH:17]=[CH:16][CH:15]=[CH:14][CH:13]=1.[Cl-].[NH4+].S([O-])([O-])(=O)=O.[Mg+2]. Product: [Si:11]([O:28][CH2:29][CH2:30][N:31]([CH2:33][C:34]1[CH:43]=[CH:42][C:37]([CH2:38][OH:39])=[CH:36][CH:35]=1)[CH3:32])([C:24]([CH3:27])([CH3:26])[CH3:25])([C:12]1[CH:17]=[CH:16][CH:15]=[CH:14][CH:13]=1)[C:18]1[CH:19]=[CH:20][CH:21]=[CH:22][CH:23]=1. The catalyst class is: 385. (5) Reactant: COC1C=CC(C[N:10]2[CH2:14][C:13]3([CH2:19][CH2:18][CH2:17][C:16]([CH2:29][N:30]4[C:34]5[CH:35]=[C:36]([C:39]#[N:40])[CH:37]=[CH:38][C:33]=5[N:32]=[CH:31]4)([CH2:20][O:21][CH2:22][C:23]4[CH:28]=[CH:27][CH:26]=[CH:25][CH:24]=4)[CH2:15]3)[O:12][C:11]2=[O:41])=CC=1.C(OCC)(=O)C.[OH-].[Na+]. Product: [O:41]=[C:11]1[NH:10][CH2:14][C:13]2([CH2:19][CH2:18][CH2:17][C:16]([CH2:29][N:30]3[C:34]4[CH:35]=[C:36]([C:39]#[N:40])[CH:37]=[CH:38][C:33]=4[N:32]=[CH:31]3)([CH2:20][O:21][CH2:22][C:23]3[CH:28]=[CH:27][CH:26]=[CH:25][CH:24]=3)[CH2:15]2)[O:12]1. The catalyst class is: 10.